Dataset: Full USPTO retrosynthesis dataset with 1.9M reactions from patents (1976-2016). Task: Predict the reactants needed to synthesize the given product. (1) Given the product [NH2:16][C:3]1[CH:4]=[C:5]([NH:8][C:9](=[O:15])[O:10][C:11]([CH3:13])([CH3:12])[CH3:14])[CH:6]=[CH:7][C:2]=1[CH3:1], predict the reactants needed to synthesize it. The reactants are: [CH3:1][C:2]1[CH:7]=[CH:6][C:5]([NH:8][C:9](=[O:15])[O:10][C:11]([CH3:14])([CH3:13])[CH3:12])=[CH:4][C:3]=1[N+:16]([O-])=O. (2) Given the product [NH2:15][C:9]1[C:8]2[N:16]=[C:5]([CH2:4][OH:3])[N:6]([CH2:17][C:18]3[O:22][N:21]=[C:20]([C:23]4[CH:24]=[CH:25][C:26]([F:29])=[CH:27][CH:28]=4)[CH:19]=3)[C:7]=2[C:12]([CH3:13])=[C:11]([CH3:14])[N:10]=1, predict the reactants needed to synthesize it. The reactants are: C([O:3][CH2:4][C:5]1[N:6]([CH2:17][C:18]2[O:22][N:21]=[C:20]([C:23]3[CH:28]=[CH:27][C:26]([F:29])=[CH:25][CH:24]=3)[CH:19]=2)[C:7]2[C:12]([CH3:13])=[C:11]([CH3:14])[N:10]=[C:9]([NH2:15])[C:8]=2[N:16]=1)C.B(Br)(Br)Br. (3) Given the product [OH:8][CH2:7][CH:4]1[CH2:5][CH2:6][N:1]([C:18]([O:20][C:21]([CH3:24])([CH3:23])[CH3:22])=[O:19])[CH2:2][CH2:3]1, predict the reactants needed to synthesize it. The reactants are: [NH:1]1[CH2:6][CH2:5][CH:4]([CH2:7][OH:8])[CH2:3][CH2:2]1.CCN(C(C)C)C(C)C.[C:18](O[C:18]([O:20][C:21]([CH3:24])([CH3:23])[CH3:22])=[O:19])([O:20][C:21]([CH3:24])([CH3:23])[CH3:22])=[O:19].